From a dataset of Catalyst prediction with 721,799 reactions and 888 catalyst types from USPTO. Predict which catalyst facilitates the given reaction. (1) Reactant: [CH3:1][CH:2]([O:4][C:5]1[CH:12]=[CH:11][C:10](B2OC(C)(C)C(C)(C)O2)=[CH:9][C:6]=1[C:7]#[N:8])[CH3:3].[Br:22][C:23]1[CH:24]=[N:25][C:26](I)=[N:27][CH:28]=1.C([O-])([O-])=O.[Na+].[Na+]. Product: [Br:22][C:23]1[CH:24]=[N:25][C:26]([C:10]2[CH:11]=[CH:12][C:5]([O:4][CH:2]([CH3:1])[CH3:3])=[C:6]([CH:9]=2)[C:7]#[N:8])=[N:27][CH:28]=1. The catalyst class is: 622. (2) Reactant: C(OC(=O)[NH:7][C:8](=[N:48]C(OC(C)(C)C)=O)[N:9]1[CH2:14][CH2:13][CH:12]([CH2:15][NH:16][C:17](=[O:47])[CH2:18][NH:19][C:20](=[O:46])[C:21]2[CH:26]=[CH:25][C:24]([S:27](=[O:45])(=[O:44])[NH:28][C:29]3[CH:34]=[CH:33][CH:32]=[CH:31][C:30]=3[O:35][C:36]3[CH:41]=[CH:40][C:39]([Cl:42])=[CH:38][C:37]=3[Cl:43])=[CH:23][CH:22]=2)[CH2:11][CH2:10]1)(C)(C)C. Product: [ClH:42].[C:8]([N:9]1[CH2:10][CH2:11][CH:12]([CH2:15][NH:16][C:17]([CH2:18][NH:19][C:20](=[O:46])[C:21]2[CH:26]=[CH:25][C:24]([S:27](=[O:45])(=[O:44])[NH:28][C:29]3[CH:34]=[CH:33][CH:32]=[CH:31][C:30]=3[O:35][C:36]3[CH:41]=[CH:40][C:39]([Cl:42])=[CH:38][C:37]=3[Cl:43])=[CH:23][CH:22]=2)=[O:47])[CH2:13][CH2:14]1)(=[NH:7])[NH2:48]. The catalyst class is: 13. (3) Reactant: Br[C:2]1[C:3]([NH:9][CH2:10][C:11]([CH3:14])([CH3:13])[CH3:12])=[N:4][C:5]([Cl:8])=[N:6][CH:7]=1.C([Li])CCC.[CH2:20]([O:22]C=O)C. The catalyst class is: 1. Product: [Cl:8][C:5]1[N:4]=[C:3]([NH:9][CH2:10][C:11]([CH3:14])([CH3:13])[CH3:12])[C:2]([CH:20]=[O:22])=[CH:7][N:6]=1.